This data is from Forward reaction prediction with 1.9M reactions from USPTO patents (1976-2016). The task is: Predict the product of the given reaction. (1) Given the reactants OS(O)(=O)=O.O=P12OP3(OP(OP(O3)(O1)=O)(=O)O2)=O.[Cl:20][C:21]1[CH:26]=[CH:25][C:24]([C:27]2([C:33]([CH:35]([C:41]([O:43][CH2:44][CH3:45])=[O:42])[C:36](OCC)=[O:37])=[O:34])[CH2:32][CH2:31][O:30][CH2:29][CH2:28]2)=[CH:23][CH:22]=1, predict the reaction product. The product is: [Cl:20][C:21]1[CH:22]=[C:23]2[C:24](=[CH:25][CH:26]=1)[C:27]1([CH2:28][CH2:29][O:30][CH2:31][CH2:32]1)[C:33](=[O:34])[C:35]([C:41]([O:43][CH2:44][CH3:45])=[O:42])=[C:36]2[OH:37]. (2) Given the reactants [NH2:1][C:2]1[N:6]([C:7]2[CH:12]=[CH:11][CH:10]=[CH:9][CH:8]=2)[N:5]=[C:4]([C:13]([O:15]CC)=[O:14])[C:3]=1[CH3:18].[Li+].[OH-], predict the reaction product. The product is: [NH2:1][C:2]1[N:6]([C:7]2[CH:12]=[CH:11][CH:10]=[CH:9][CH:8]=2)[N:5]=[C:4]([C:13]([OH:15])=[O:14])[C:3]=1[CH3:18]. (3) Given the reactants [CH3:1][O:2][C:3](=[O:22])[CH2:4][C@@H:5]1[C:10]2[NH:11][C:12]3[C:17]([C:9]=2[CH2:8][CH2:7][O:6]1)=[C:16]([C:18]#[N:19])[CH:15]=[C:14]([OH:20])[C:13]=3[CH3:21].ClCN1C[N:28]=[C:27]([CH3:30])[S:26]1.C([O-])([O-])=O.[K+].[K+], predict the reaction product. The product is: [CH3:1][O:2][C:3](=[O:22])[CH2:4][C@:5]1([CH2:3][CH2:4][CH3:5])[C:10]2[NH:11][C:12]3[C:17]([C:9]=2[CH2:8][CH2:7][O:6]1)=[C:16]([C:18]#[N:19])[CH:15]=[C:14]([O:20][CH2:9][C:10]1[S:26][C:27]([CH3:30])=[N:28][N:11]=1)[C:13]=3[CH3:21]. (4) Given the reactants [N+:1]([C:4]1[CH:5]=[C:6]([CH:18]=[CH:19][CH:20]=1)[O:7][CH2:8][CH2:9][S:10][C:11]1[CH:12]=[C:13]([CH:15]=[CH:16][CH:17]=1)[NH2:14])([O-:3])=[O:2].[C:21]([O:25][C:26](O[C:26]([O:25][C:21]([CH3:24])([CH3:23])[CH3:22])=[O:27])=[O:27])([CH3:24])([CH3:23])[CH3:22], predict the reaction product. The product is: [N+:1]([C:4]1[CH:5]=[C:6]([CH:18]=[CH:19][CH:20]=1)[O:7][CH2:8][CH2:9][S:10][C:11]1[CH:12]=[C:13]([NH:14][C:26](=[O:27])[O:25][C:21]([CH3:24])([CH3:23])[CH3:22])[CH:15]=[CH:16][CH:17]=1)([O-:3])=[O:2]. (5) Given the reactants [F:1][C:2]([F:6])([F:5])[CH2:3][NH2:4].N1CCOCC1.C[Al](C)C.[OH:17][C:18]1[CH:19]=[C:20]([C:29](OC)=[O:30])[CH:21]=[C:22]2[C:27]=1[N:26]=[CH:25][NH:24][C:23]2=[O:28], predict the reaction product. The product is: [OH:17][C:18]1[CH:19]=[C:20]([C:29]([NH:4][CH2:3][C:2]([F:6])([F:5])[F:1])=[O:30])[CH:21]=[C:22]2[C:27]=1[N:26]=[CH:25][NH:24][C:23]2=[O:28]. (6) Given the reactants [Br:1][C:2]1[CH:3]=[C:4]([C:8]([CH3:20])([CH2:12][C:13]2[CH:18]=[CH:17][C:16]([Cl:19])=[CH:15][CH:14]=2)[CH:9](O)[CH3:10])[CH:5]=[CH:6][CH:7]=1.C(N(CC)CC)C.CS(Cl)(=O)=O.[N-:33]=[N+:34]=[N-:35].[Na+], predict the reaction product. The product is: [N:33]([CH:9]([C:8]([C:4]1[CH:5]=[CH:6][CH:7]=[C:2]([Br:1])[CH:3]=1)([CH3:20])[CH2:12][C:13]1[CH:18]=[CH:17][C:16]([Cl:19])=[CH:15][CH:14]=1)[CH3:10])=[N+:34]=[N-:35]. (7) Given the reactants Cl.[F:2][C:3]([F:17])([F:16])[C:4]1[CH:9]=[CH:8][CH:7]=[CH:6][C:5]=1[CH:10]1[CH2:15][CH2:14][NH:13][CH2:12][CH2:11]1.CCN(C(C)C)C(C)C.[NH:27]([C:40]([O:42][C:43]([CH3:46])([CH3:45])[CH3:44])=[O:41])[C@@H:28]([C:37](O)=[O:38])[CH2:29][C:30]1[CH:35]=[CH:34][C:33]([Cl:36])=[CH:32][CH:31]=1.C1C=NC2N(O)N=NC=2C=1.C(Cl)CCl, predict the reaction product. The product is: [Cl:36][C:33]1[CH:34]=[CH:35][C:30]([CH2:29][C@@H:28]([NH:27][C:40]([O:42][C:43]([CH3:46])([CH3:45])[CH3:44])=[O:41])[C:37](=[O:38])[N:13]2[CH2:12][CH2:11][CH:10]([C:5]3[CH:6]=[CH:7][CH:8]=[CH:9][C:4]=3[C:3]([F:2])([F:16])[F:17])[CH2:15][CH2:14]2)=[CH:31][CH:32]=1. (8) Given the reactants [OH-].[Li+].[CH2:3]([O:10][C:11]1[CH:16]=[CH:15][C:14]([S:17]([NH:20][CH2:21][C@H:22]([N:27]2[CH2:32][CH2:31][CH2:30][CH2:29][CH2:28]2)[C:23]([O:25]C)=[O:24])(=[O:19])=[O:18])=[CH:13][CH:12]=1)[C:4]1[CH:9]=[CH:8][CH:7]=[CH:6][CH:5]=1, predict the reaction product. The product is: [CH2:3]([O:10][C:11]1[CH:16]=[CH:15][C:14]([S:17]([NH:20][CH2:21][C@H:22]([N:27]2[CH2:32][CH2:31][CH2:30][CH2:29][CH2:28]2)[C:23]([OH:25])=[O:24])(=[O:19])=[O:18])=[CH:13][CH:12]=1)[C:4]1[CH:5]=[CH:6][CH:7]=[CH:8][CH:9]=1. (9) Given the reactants [S:1]1[C:5]([CH2:6][O:7][C:8]([NH:10][C@H:11]([CH2:33][C:34]2[CH:39]=[CH:38][CH:37]=[CH:36][CH:35]=2)[CH2:12][NH:13][CH2:14][C@@H:15]([NH:23][C:24]([O:26][CH2:27][C:28]2[S:32][CH:31]=[N:30][CH:29]=2)=[O:25])[CH2:16][C:17]2[CH:22]=[CH:21][CH:20]=[CH:19][CH:18]=2)=[O:9])=[CH:4][N:3]=[CH:2]1.C(N(CC)CC)C.[C:47](Cl)(=[O:49])[CH3:48].C(OCC)(=O)C, predict the reaction product. The product is: [C:47]([N:13]([CH2:14][C@H:15]([NH:23][C:24]([O:26][CH2:27][C:28]1[S:32][CH:31]=[N:30][CH:29]=1)=[O:25])[CH2:16][C:17]1[CH:18]=[CH:19][CH:20]=[CH:21][CH:22]=1)[CH2:12][C@@H:11]([NH:10][C:8]([O:7][CH2:6][C:5]1[S:1][CH:2]=[N:3][CH:4]=1)=[O:9])[CH2:33][C:34]1[CH:39]=[CH:38][CH:37]=[CH:36][CH:35]=1)(=[O:49])[CH3:48]. (10) Given the reactants [Br:1][C:2]1[CH:3]=[CH:4][C:5]([NH:8][NH:9][C:10](=O)[CH:11]([C:13]2[N:14]=[N:15][C:16]([Cl:19])=[CH:17][CH:18]=2)[CH3:12])=[N:6][CH:7]=1.P(Cl)(Cl)(Cl)=O, predict the reaction product. The product is: [Br:1][C:2]1[CH:3]=[CH:4][C:5]2[N:6]([C:10]([CH:11]([C:13]3[N:14]=[N:15][C:16]([Cl:19])=[CH:17][CH:18]=3)[CH3:12])=[N:9][N:8]=2)[CH:7]=1.